Dataset: Full USPTO retrosynthesis dataset with 1.9M reactions from patents (1976-2016). Task: Predict the reactants needed to synthesize the given product. Given the product [CH2:21]([N:22]([CH3:25])[CH2:3][C@@H:2]([OH:1])[CH2:4][O:5][C:6]1[CH:11]=[CH:10][CH:9]=[C:8]([C:12]2[C:20]3[C:15](=[N:16][CH:17]=[CH:18][CH:19]=3)[O:14][N:13]=2)[CH:7]=1)[C:6]1[CH:7]=[CH:8][CH:9]=[CH:10][CH:11]=1, predict the reactants needed to synthesize it. The reactants are: [O:1]1[CH2:3][C@@H:2]1[CH2:4][O:5][C:6]1[CH:7]=[C:8]([C:12]2[C:20]3[C:15](=[N:16][CH:17]=[CH:18][CH:19]=3)[O:14][N:13]=2)[CH:9]=[CH:10][CH:11]=1.[CH3:21][N:22]([CH3:25])C=O.